This data is from Forward reaction prediction with 1.9M reactions from USPTO patents (1976-2016). The task is: Predict the product of the given reaction. (1) The product is: [Cl:12][C:3]1[CH:4]=[C:5]([OH:11])[CH:6]=[C:7]([N+:8]([O-:10])=[O:9])[C:2]=1[NH:1][C:27]([CH:24]1[CH2:25][CH2:26][O:22][CH2:23]1)=[O:28]. Given the reactants [NH2:1][C:2]1[C:7]([N+:8]([O-:10])=[O:9])=[CH:6][C:5]([OH:11])=[CH:4][C:3]=1[Cl:12].CCN(C(C)C)C(C)C.[O:22]1[CH2:26][CH2:25][CH:24]([C:27](Cl)=[O:28])[CH2:23]1, predict the reaction product. (2) Given the reactants Cl.[N:2]1[CH:7]=[CH:6][C:5]([NH:8][C:9](=[O:47])[NH:10][C:11]2[CH:16]=[CH:15][C:14]([C:17]3[N:22]=[C:21]4[N:23]([CH2:26][C:27]([F:30])([F:29])[F:28])[N:24]=[CH:25][C:20]4=[C:19]([N:31]4[CH2:38][CH:37]5[O:39][CH:33]([CH2:34][N:35](C(OC(C)(C)C)=O)[CH2:36]5)[CH2:32]4)[N:18]=3)=[CH:13][CH:12]=2)=[CH:4][CH:3]=1.Cl, predict the reaction product. The product is: [CH:33]12[O:39][CH:37]([CH2:36][NH:35][CH2:34]1)[CH2:38][N:31]([C:19]1[N:18]=[C:17]([C:14]3[CH:13]=[CH:12][C:11]([NH:10][C:9]([NH:8][C:5]4[CH:4]=[CH:3][N:2]=[CH:7][CH:6]=4)=[O:47])=[CH:16][CH:15]=3)[N:22]=[C:21]3[N:23]([CH2:26][C:27]([F:29])([F:30])[F:28])[N:24]=[CH:25][C:20]=13)[CH2:32]2. (3) The product is: [C:29]1([NH:35][C:36](=[O:37])[NH:8][CH2:9][CH2:10][CH2:11][CH2:12][CH2:13][NH:14][C:15]([CH2:17][S:18][C:19](=[O:21])[CH3:20])=[O:16])[CH:34]=[CH:33][CH:32]=[CH:31][CH:30]=1. Given the reactants FC(F)(F)C(O)=O.[NH2:8][CH2:9][CH2:10][CH2:11][CH2:12][CH2:13][NH:14][C:15]([CH2:17][S:18][C:19](=[O:21])[CH3:20])=[O:16].C(N(CC)CC)C.[C:29]1([N:35]=[C:36]=[O:37])[CH:34]=[CH:33][CH:32]=[CH:31][CH:30]=1, predict the reaction product. (4) Given the reactants [C:1]([C:3]1[CH:4]=[C:5]([CH:37]=[CH:38][CH:39]=1)[C:6]([NH:8][C:9]1[C:10]([C:33]([F:36])([F:35])[F:34])=[C:11]2[C:17]([CH:18]3[CH2:23][CH2:22][N:21](C(OC(C)(C)C)=O)[CH2:20][CH:19]3[CH3:31])=[CH:16][N:15]([CH3:32])[C:12]2=[N:13][CH:14]=1)=[O:7])#[N:2].Cl.C(=O)([O-])[O-], predict the reaction product. The product is: [C:1]([C:3]1[CH:4]=[C:5]([CH:37]=[CH:38][CH:39]=1)[C:6]([NH:8][C:9]1[C:10]([C:33]([F:34])([F:36])[F:35])=[C:11]2[C:17]([CH:18]3[CH2:23][CH2:22][NH:21][CH2:20][CH:19]3[CH3:31])=[CH:16][N:15]([CH3:32])[C:12]2=[N:13][CH:14]=1)=[O:7])#[N:2]. (5) Given the reactants [C:1]([O:5][C:6]([N:8]1[CH2:13][CH2:12][C:11](=[CH:14][CH2:15][OH:16])[CH2:10][CH2:9]1)=[O:7])([CH3:4])([CH3:3])[CH3:2].C(Cl)(Cl)Cl, predict the reaction product. The product is: [C:1]([O:5][C:6]([N:8]1[CH2:13][CH2:12][C:11](=[CH:14][CH:15]=[O:16])[CH2:10][CH2:9]1)=[O:7])([CH3:4])([CH3:3])[CH3:2]. (6) Given the reactants [CH3:1][Si:2]([CH3:22])([C:18]([CH3:21])([CH3:20])[CH3:19])[O:3][CH2:4][CH2:5][CH:6]([N+:15]([O-])=O)[CH2:7][C:8]1[N:13]=[CH:12][C:11]([CH3:14])=[CH:10][N:9]=1.NN, predict the reaction product. The product is: [CH3:22][Si:2]([CH3:1])([C:18]([CH3:20])([CH3:19])[CH3:21])[O:3][CH2:4][CH2:5][CH:6]([NH2:15])[CH2:7][C:8]1[N:13]=[CH:12][C:11]([CH3:14])=[CH:10][N:9]=1. (7) Given the reactants [Cl:1][C:2]1[CH:3]=[C:4]([C:12]2[O:16][N:15]=[C:14]([C:17]3[CH:18]=[CH:19][CH:20]=[C:21]4[C:25]=3[N:24]([CH3:26])[CH:23]=[C:22]4[CH2:27][CH2:28][NH:29][CH2:30][CH2:31][C:32]([O:34]CC)=[O:33])[N:13]=2)[CH:5]=[CH:6][C:7]=1[O:8][CH:9]([CH3:11])[CH3:10].[OH-].[Na+].Cl, predict the reaction product. The product is: [Cl:1][C:2]1[CH:3]=[C:4]([C:12]2[O:16][N:15]=[C:14]([C:17]3[CH:18]=[CH:19][CH:20]=[C:21]4[C:25]=3[N:24]([CH3:26])[CH:23]=[C:22]4[CH2:27][CH2:28][NH:29][CH2:30][CH2:31][C:32]([OH:34])=[O:33])[N:13]=2)[CH:5]=[CH:6][C:7]=1[O:8][CH:9]([CH3:10])[CH3:11]. (8) Given the reactants CO[C:3](=[O:30])[C:4]1[CH:9]=[CH:8][C:7]([NH:10][C:11]2[N:12]=[CH:13][C:14]3[CH:19]=[C:18]([C:20](=[O:24])[N:21]([CH3:23])[CH3:22])[N:17]([CH:25]4[CH2:29][CH2:28][CH2:27][CH2:26]4)[C:15]=3[N:16]=2)=[N:6][CH:5]=1.[NH:31]1[CH2:36][CH2:35][CH:34]([OH:37])[CH2:33][CH2:32]1.C([Mg]Cl)(C)C, predict the reaction product. The product is: [CH3:23][N:21]([CH3:22])[C:20]([C:18]1[N:17]([CH:25]2[CH2:26][CH2:27][CH2:28][CH2:29]2)[C:15]2[N:16]=[C:11]([NH:10][C:7]3[CH:8]=[CH:9][C:4]([C:3]([N:31]4[CH2:36][CH2:35][CH:34]([OH:37])[CH2:33][CH2:32]4)=[O:30])=[CH:5][N:6]=3)[N:12]=[CH:13][C:14]=2[CH:19]=1)=[O:24].